From a dataset of Reaction yield outcomes from USPTO patents with 853,638 reactions. Predict the reaction yield, written as a fraction of the theoretical maximum amount of product (1.0 means a 100% yield; for example, 0.34 means a 34% yield). (1) The reactants are [Cl:1][C:2]1[CH:3]=[C:4]([S:8]([N:11](S(C2C=CC=C(Cl)C=2)(=O)=O)[C:12]2[CH:17]=[C:16]([N+:18]([O-:20])=[O:19])[C:15]([CH3:21])=[CH:14][C:13]=2[F:22])(=[O:10])=[O:9])[CH:5]=[CH:6][CH:7]=1.[F-].C([N+](CCCC)(CCCC)CCCC)CCC. The catalyst is O1CCCC1. The product is [Cl:1][C:2]1[CH:3]=[C:4]([S:8]([NH:11][C:12]2[CH:17]=[C:16]([N+:18]([O-:20])=[O:19])[C:15]([CH3:21])=[CH:14][C:13]=2[F:22])(=[O:9])=[O:10])[CH:5]=[CH:6][CH:7]=1. The yield is 0.980. (2) The reactants are [Br:1][C:2]1[CH:7]=[C:6]([N+:8]([O-:10])=[O:9])[C:5]([NH:11]C(=O)C(F)(F)F)=[C:4]([CH:18]2[CH2:22][CH2:21][CH2:20][O:19]2)[C:3]=1[F:23].O1CCOCC1.S(=O)(=O)(O)O.C([O-])(O)=O.[Na+]. The catalyst is CCOC(C)=O. The product is [Br:1][C:2]1[CH:7]=[C:6]([N+:8]([O-:10])=[O:9])[C:5]([NH2:11])=[C:4]([CH:18]2[CH2:22][CH2:21][CH2:20][O:19]2)[C:3]=1[F:23]. The yield is 0.940. (3) The reactants are [Si:1]([O:18][CH:19]1[CH2:22][N:21]([C:23]2[S:24][CH:25]=[C:26]([C:28](OCC)=[O:29])[N:27]=2)[CH2:20]1)([C:14]([CH3:17])([CH3:16])[CH3:15])([C:8]1[CH:13]=[CH:12][CH:11]=[CH:10][CH:9]=1)[C:2]1[CH:7]=[CH:6][CH:5]=[CH:4][CH:3]=1.[H-].[Al+3].[Li+].[H-].[H-].[H-].O.O.O.O.O.O.O.O.O.O.S([O-])([O-])(=O)=O.[Mg+2].C(OCC)(=O)C. The catalyst is O1CCCC1. The product is [Si:1]([O:18][CH:19]1[CH2:22][N:21]([C:23]2[S:24][CH:25]=[C:26]([CH2:28][OH:29])[N:27]=2)[CH2:20]1)([C:14]([CH3:17])([CH3:16])[CH3:15])([C:2]1[CH:3]=[CH:4][CH:5]=[CH:6][CH:7]=1)[C:8]1[CH:13]=[CH:12][CH:11]=[CH:10][CH:9]=1. The yield is 0.860.